Dataset: Full USPTO retrosynthesis dataset with 1.9M reactions from patents (1976-2016). Task: Predict the reactants needed to synthesize the given product. (1) Given the product [CH2:1]([O:3][C:4]([C:6]1[C:11](=[O:12])[N:10]([CH2:36][C:35]2[CH:38]=[CH:39][C:32]([F:31])=[CH:33][CH:34]=2)[C:9]2[CH:13]=[CH:14][S:15][C:8]=2[C:7]=1[N:16]1[CH2:21][CH2:20][N:19]([C:22]([C:24]2[S:25][CH:26]=[CH:27][CH:28]=2)=[O:23])[CH2:18][CH2:17]1)=[O:5])[CH3:2], predict the reactants needed to synthesize it. The reactants are: [CH2:1]([O:3][C:4]([C:6]1[C:11](=[O:12])[NH:10][C:9]2[CH:13]=[CH:14][S:15][C:8]=2[C:7]=1[N:16]1[CH2:21][CH2:20][N:19]([C:22]([C:24]2[S:25][CH:26]=[CH:27][CH:28]=2)=[O:23])[CH2:18][CH2:17]1)=[O:5])[CH3:2].[H-].[Na+].[F:31][C:32]1[CH:39]=[CH:38][C:35]([CH2:36]Br)=[CH:34][CH:33]=1. (2) The reactants are: C([N:8]1[CH2:13][CH2:12][C:11](=[CH:14][C:15]2[CH:20]=[CH:19][C:18]([C:21]3[NH:22][CH2:23][CH2:24][N:25]=3)=[CH:17][CH:16]=2)[CH2:10][CH2:9]1)C1C=CC=CC=1.C([O-])=O.[NH4+]. Given the product [NH:25]1[CH2:24][CH2:23][N:22]=[C:21]1[C:18]1[CH:17]=[CH:16][C:15]([CH2:14][CH:11]2[CH2:10][CH2:9][NH:8][CH2:13][CH2:12]2)=[CH:20][CH:19]=1, predict the reactants needed to synthesize it. (3) Given the product [F:1][C:2]1[CH:3]=[CH:4][C:5]([O:6][C:7]2[CH:30]=[CH:29][C:10]([CH2:11][S:12][C:13]3[N:14]([CH3:33])[CH:15]=[C:16]([CH2:20][C:21]4[CH:26]=[N:25][C:24]([O:27][CH3:28])=[N:23][CH:22]=4)[C:17](=[O:19])[N:18]=3)=[CH:9][CH:8]=2)=[CH:31][CH:32]=1, predict the reactants needed to synthesize it. The reactants are: [F:1][C:2]1[CH:32]=[CH:31][C:5]([O:6][C:7]2[CH:30]=[CH:29][C:10]([CH2:11][S:12][C:13]3[NH:14][CH:15]=[C:16]([CH2:20][C:21]4[CH:22]=[N:23][C:24]([O:27][CH3:28])=[N:25][CH:26]=4)[C:17](=[O:19])[N:18]=3)=[CH:9][CH:8]=2)=[CH:4][CH:3]=1.[CH3:33]CN(C(C)C)C(C)C.CI. (4) Given the product [CH2:1]([N:3]1[C:7]2=[N:8][C:9]([CH2:48][CH3:49])=[C:10]([CH2:19][NH:20][C:21]([C:23]3[CH:28]=[CH:27][CH:26]=[C:25]([C:29]([NH:31][CH2:32][C:33]4[CH:34]=[C:35]([C:40]5[CH:45]=[CH:44][CH:43]=[C:42]([CH2:46][N:56]6[CH2:55][CH2:54][NH:53][CH2:52][C@@H:51]6[CH3:50])[CH:41]=5)[C:36]([CH3:39])=[CH:37][CH:38]=4)=[O:30])[N:24]=3)=[O:22])[C:11]([NH:12][CH:13]3[CH2:14][CH2:15][O:16][CH2:17][CH2:18]3)=[C:6]2[CH:5]=[N:4]1)[CH3:2], predict the reactants needed to synthesize it. The reactants are: [CH2:1]([N:3]1[C:7]2=[N:8][C:9]([CH2:48][CH3:49])=[C:10]([CH2:19][NH:20][C:21]([C:23]3[CH:28]=[CH:27][CH:26]=[C:25]([C:29]([NH:31][CH2:32][C:33]4[CH:34]=[C:35]([C:40]5[CH:45]=[CH:44][CH:43]=[C:42]([CH:46]=O)[CH:41]=5)[C:36]([CH3:39])=[CH:37][CH:38]=4)=[O:30])[N:24]=3)=[O:22])[C:11]([NH:12][CH:13]3[CH2:18][CH2:17][O:16][CH2:15][CH2:14]3)=[C:6]2[CH:5]=[N:4]1)[CH3:2].[CH3:50][C@@H:51]1[NH:56][CH2:55][CH2:54][N:53](C(OC(C)(C)C)=O)[CH2:52]1.C(O)(=O)C.